From a dataset of Full USPTO retrosynthesis dataset with 1.9M reactions from patents (1976-2016). Predict the reactants needed to synthesize the given product. Given the product [CH3:1][C:2]1[CH:3]=[CH:4][C:5]([C:8]2[N:9]=[CH:10][CH:11]=[CH:12][N:13]=2)=[N+:6]([O-:19])[CH:7]=1, predict the reactants needed to synthesize it. The reactants are: [CH3:1][C:2]1[CH:3]=[CH:4][C:5]([C:8]2[N:13]=[CH:12][CH:11]=[CH:10][N:9]=2)=[N:6][CH:7]=1.ClC1C=C(C=CC=1)C(OO)=[O:19].